The task is: Predict the reaction yield, written as a fraction of the theoretical maximum amount of product (1.0 means a 100% yield; for example, 0.34 means a 34% yield).. This data is from Reaction yield outcomes from USPTO patents with 853,638 reactions. (1) The catalyst is CC([O-])=O.CC([O-])=O.[Pd+2].C1(P(C2CCCCC2)C2C=CC=CC=2C2C(OC)=CC=C(S([O-])(=O)=O)C=2OC)CCCCC1.[Na+].O. The product is [O:10]1[CH:14]=[CH:13][C:12]([C:2]2[S:6][C:5]([C:7]([OH:9])=[O:8])=[CH:4][CH:3]=2)=[CH:11]1. The reactants are Br[C:2]1[S:6][C:5]([C:7]([OH:9])=[O:8])=[CH:4][CH:3]=1.[O:10]1[CH:14]=[CH:13][C:12](B(O)O)=[CH:11]1.C([O-])([O-])=O.[K+].[K+]. The yield is 0.950. (2) The reactants are C([NH:4][C:5]1[C:6]([NH2:17])=[N:7][C:8]([C:11]2[CH:16]=[CH:15][CH:14]=[CH:13][CH:12]=2)=[N:9][CH:10]=1)(=O)C.[ClH:18]. No catalyst specified. The product is [ClH:18].[NH2:17][C:6]1[C:5]([NH2:4])=[CH:10][N:9]=[C:8]([C:11]2[CH:16]=[CH:15][CH:14]=[CH:13][CH:12]=2)[N:7]=1. The yield is 0.966.